This data is from Peptide-MHC class I binding affinity with 185,985 pairs from IEDB/IMGT. The task is: Regression. Given a peptide amino acid sequence and an MHC pseudo amino acid sequence, predict their binding affinity value. This is MHC class I binding data. (1) The peptide sequence is SMLTNAISSR. The MHC is HLA-A68:01 with pseudo-sequence HLA-A68:01. The binding affinity (normalized) is 0.502. (2) The peptide sequence is LLSALGLSV. The MHC is HLA-A02:01 with pseudo-sequence HLA-A02:01. The binding affinity (normalized) is 0.798. (3) The peptide sequence is SAHVNGELV. The MHC is H-2-Db with pseudo-sequence H-2-Db. The binding affinity (normalized) is 0.706. (4) The peptide sequence is IPQSLDSYWTSL. The MHC is HLA-B08:01 with pseudo-sequence HLA-B08:01. The binding affinity (normalized) is 0. (5) The peptide sequence is RPKILSMINY. The MHC is HLA-B53:01 with pseudo-sequence HLA-B53:01. The binding affinity (normalized) is 0.351. (6) The peptide sequence is LGGVAVGI. The MHC is HLA-A01:01 with pseudo-sequence HLA-A01:01. The binding affinity (normalized) is 0.